This data is from Full USPTO retrosynthesis dataset with 1.9M reactions from patents (1976-2016). The task is: Predict the reactants needed to synthesize the given product. (1) Given the product [NH2:34][C:22]1[N:21]=[C:20]([NH:19][CH2:18][CH2:17][CH2:16][NH:15][S:11]([C:6]2[CH:7]=[CH:8][CH:9]=[CH:10][C:5]=2[S:2]([CH3:1])(=[O:4])=[O:3])(=[O:13])=[O:12])[CH:25]=[C:24]([C:26]2[CH:31]=[CH:30][CH:29]=[C:28]([CH3:32])[C:27]=2[CH3:33])[N:23]=1, predict the reactants needed to synthesize it. The reactants are: [CH3:1][S:2]([C:5]1[CH:10]=[CH:9][CH:8]=[CH:7][C:6]=1[S:11](Cl)(=[O:13])=[O:12])(=[O:4])=[O:3].[NH2:15][CH2:16][CH2:17][CH2:18][NH:19][C:20]1[CH:25]=[C:24]([C:26]2[CH:31]=[CH:30][CH:29]=[C:28]([CH3:32])[C:27]=2[CH3:33])[N:23]=[C:22]([NH2:34])[N:21]=1. (2) Given the product [C:1]([O:5][C:6](=[O:20])[C:7]([NH:9][C:10]1[CH:15]=[CH:14][CH:13]=[CH:12][C:11]=1[NH2:16])([CH3:19])[CH3:8])([CH3:2])([CH3:3])[CH3:4], predict the reactants needed to synthesize it. The reactants are: [C:1]([O:5][C:6](=[O:20])[C:7]([CH3:19])([NH:9][C:10]1[CH:15]=[CH:14][CH:13]=[CH:12][C:11]=1[N+:16]([O-])=O)[CH3:8])([CH3:4])([CH3:3])[CH3:2]. (3) Given the product [CH3:10][O:11][C:12](=[O:23])[C:13]1[CH:18]=[CH:17][C:16]([S:9][C:6]2[CH:7]=[CH:8][C:3]([O:2][CH3:1])=[CH:4][CH:5]=2)=[C:15]([N+:20]([O-:22])=[O:21])[CH:14]=1, predict the reactants needed to synthesize it. The reactants are: [CH3:1][O:2][C:3]1[CH:8]=[CH:7][C:6]([SH:9])=[CH:5][CH:4]=1.[CH3:10][O:11][C:12](=[O:23])[C:13]1[CH:18]=[CH:17][C:16](Cl)=[C:15]([N+:20]([O-:22])=[O:21])[CH:14]=1.O. (4) Given the product [O:21]1[C:17]2[CH:16]=[CH:15][C:14]([C:13]3[C:9]4[C:8](=[CH:7][CH:6]=[C:5]5[O:1][CH2:2][O:3][C:4]5=4)[CH:10]=[C:11]4[C:25](=[O:26])[N:29]([NH:30][C:31](=[O:34])[CH3:32])[C:23](=[O:24])[C:12]=34)=[CH:22][C:18]=2[O:19][CH2:20]1, predict the reactants needed to synthesize it. The reactants are: [O:1]1[C:5]2[CH:6]=[CH:7][C:8]([C:10]3[C:11]4[C:25](=[O:26])[O:24][C:23](=O)[C:12]=4[CH:13]=[C:14]4[C:22]=3[C:18]3[O:19][CH2:20][O:21][C:17]=3[CH:16]=[CH:15]4)=[CH:9][C:4]=2[O:3][CH2:2]1.O.[NH2:29][NH2:30].[C:31]([OH:34])(=O)[CH3:32]. (5) Given the product [CH3:32][O:33][C:34]1[CH:35]=[CH:6][C:5](/[CH:10]=[CH:11]/[C:12](/[OH:13])=[CH:14]/[C:15](/[CH:17]=[CH:18]/[C:19]2[CH:20]=[CH:21][C:22]([O:23][CH3:30])=[C:24]([O:25][CH3:26])[CH:27]=2)=[O:16])=[CH:4][C:3]=1[O:2][CH3:1], predict the reactants needed to synthesize it. The reactants are: [CH3:1][O:2][C:3]1C(O)=C[CH:6]=[C:5](/[CH:10]=[CH:11]/[C:12]([CH2:14][C:15](/[CH:17]=[CH:18]/[C:19]2[CH:27]=[C:24]([O:25][CH3:26])[C:22]([OH:23])=[CH:21][CH:20]=2)=[O:16])=[O:13])[CH:4]=1.[N+](=[CH2:30])=[N-].C[CH2:32][O:33][CH2:34][CH3:35]. (6) Given the product [ClH:27].[NH:15]1[CH2:16][CH2:17][CH2:18][CH:19]1[CH2:20][C:21]([O:23][CH2:24][CH3:25])=[O:22], predict the reactants needed to synthesize it. The reactants are: C(O)(C(F)(F)F)=O.C(OC([NH:15][CH2:16][CH2:17][CH2:18][CH:19]=[CH:20][C:21]([O:23][CH2:24][CH3:25])=[O:22])=O)(C)(C)C.C(Cl)[Cl:27].